This data is from Catalyst prediction with 721,799 reactions and 888 catalyst types from USPTO. The task is: Predict which catalyst facilitates the given reaction. (1) Product: [NH2:1][C:2]1[C:10]([CH3:11])=[CH:9][C:8]([Br:12])=[CH:7][C:3]=1[C:4]([O:6][CH3:13])=[O:5]. Reactant: [NH2:1][C:2]1[C:10]([CH3:11])=[CH:9][C:8]([Br:12])=[CH:7][C:3]=1[C:4]([OH:6])=[O:5].[C:13](=O)([O-])[O-].[Cs+].[Cs+].IC. The catalyst class is: 3. (2) Reactant: [CH2:1]([O:3][C:4]1[CH:9]=[CH:8][CH:7]=[CH:6][C:5]=1[F:10])[CH3:2].C([Li])CCC.[C:16](=[O:18])=[O:17]. Product: [CH2:1]([O:3][C:4]1[C:5]([F:10])=[C:6]([CH:7]=[CH:8][CH:9]=1)[C:16]([OH:18])=[O:17])[CH3:2]. The catalyst class is: 295. (3) Reactant: [CH3:1][C:2]1[CH:9]=[C:8]([F:10])[CH:7]=[C:6]([CH3:11])[C:3]=1[CH2:4]Br.[C-:12]#[N:13].[Na+]. Product: [F:10][C:8]1[CH:9]=[C:2]([CH3:1])[C:3]([CH2:4][C:12]#[N:13])=[C:6]([CH3:11])[CH:7]=1. The catalyst class is: 40. (4) Reactant: [CH2:1]([NH2:11])[C:2]1[CH:10]=[CH:9][C:8]2[O:7][CH2:6][O:5][C:4]=2[CH:3]=1.[C:12](=S)([S:18]CC(O)=O)[S:13][CH2:14][C:15](O)=[O:16]. Product: [O:7]1[C:8]2[CH:9]=[CH:10][C:2]([CH2:1][N:11]3[C:15](=[O:16])[CH2:14][S:13][C:12]3=[S:18])=[CH:3][C:4]=2[O:5][CH2:6]1. The catalyst class is: 74. (5) Reactant: [F:1][C:2]1[CH:3]=[C:4]([C:8]2[C@:9]3([CH2:25][CH2:24][C@H:23]4[C@@H:14]([CH2:15][CH2:16][C:17]5[CH:18]=[C:19]([OH:26])[CH:20]=[CH:21][C:22]=54)[C@@H:11]3[CH2:12][CH:13]=2)[CH3:10])[CH:5]=[N:6][CH:7]=1.Br[CH2:28][CH2:29][CH2:30][OH:31].C(=O)([O-])[O-].[K+].[K+].[I-].[Na+]. Product: [F:1][C:2]1[CH:3]=[C:4]([C:8]2[C@:9]3([CH2:25][CH2:24][C@H:23]4[C@@H:14]([CH2:15][CH2:16][C:17]5[CH:18]=[C:19]([O:26][CH2:28][CH2:29][CH2:30][OH:31])[CH:20]=[CH:21][C:22]=54)[C@@H:11]3[CH2:12][CH:13]=2)[CH3:10])[CH:5]=[N:6][CH:7]=1. The catalyst class is: 58. (6) Reactant: [Mg].Cl[C:3]([CH3:11])([CH3:10])[C:4]#[C:5][Si:6]([CH3:9])([CH3:8])[CH3:7].[C:12](=[O:14])=[O:13].Cl. Product: [CH3:10][C:3]([CH3:11])([C:4]#[C:5][Si:6]([CH3:9])([CH3:8])[CH3:7])[C:12]([OH:14])=[O:13]. The catalyst class is: 90. (7) Product: [F:15][C:16]1[CH:21]=[CH:20][C:19]([CH:22]([C:23]2[N:6]=[C:4]([OH:5])[C:3]3[C:2](=[CH:10][C:9]([C:11]([F:12])([F:13])[F:14])=[CH:8][CH:7]=3)[N:1]=2)[OH:26])=[CH:18][CH:17]=1. The catalyst class is: 1. Reactant: [NH2:1][C:2]1[CH:10]=[C:9]([C:11]([F:14])([F:13])[F:12])[CH:8]=[CH:7][C:3]=1[C:4]([NH2:6])=[O:5].[F:15][C:16]1[CH:21]=[CH:20][C:19]([CH:22]2[O:26]C(=O)O[C:23]2=O)=[CH:18][CH:17]=1.C[O-].[Na+].CO. (8) Reactant: [Cl:1][C:2]1[CH:3]=[C:4]([C:12]2[S:16][C:15]([N:17]3[C:33]([CH3:34])=[C:20]4[CH2:21][N:22]([CH:25]5[CH2:30][O:29]C(C)(C)[O:27][CH2:26]5)[CH2:23][CH2:24][C:19]4=[N:18]3)=[N:14][N:13]=2)[CH:5]=[CH:6][C:7]=1[O:8][CH:9]([CH3:11])[CH3:10].Cl. Product: [ClH:1].[Cl:1][C:2]1[CH:3]=[C:4]([C:12]2[S:16][C:15]([N:17]3[C:33]([CH3:34])=[C:20]4[CH2:21][N:22]([CH:25]([CH2:30][OH:29])[CH2:26][OH:27])[CH2:23][CH2:24][C:19]4=[N:18]3)=[N:14][N:13]=2)[CH:5]=[CH:6][C:7]=1[O:8][CH:9]([CH3:10])[CH3:11]. The catalyst class is: 7. (9) Reactant: [F:1][C:2]1[CH:7]=[CH:6][C:5]([F:8])=[CH:4][C:3]=1[CH:9]1[CH2:13][CH2:12][CH2:11][N:10]1[C:14]1[CH:19]=[CH:18][N:17]2[N:20]=[CH:21][C:22](/[CH:23]=[CH:24]/[C:25]([OH:27])=O)=[C:16]2[N:15]=1.CN(C(ON1N=[N:43][C:38]2[CH:39]=CC=N[C:37]1=2)=[N+](C)C)C.F[P-](F)(F)(F)(F)F.CCN(C(C)C)C(C)C.C(N)(C)C. Product: [F:1][C:2]1[CH:7]=[CH:6][C:5]([F:8])=[CH:4][C:3]=1[CH:9]1[CH2:13][CH2:12][CH2:11][N:10]1[C:14]1[CH:19]=[CH:18][N:17]2[N:20]=[CH:21][C:22](/[CH:23]=[CH:24]/[C:25]([NH:43][CH:38]([CH3:39])[CH3:37])=[O:27])=[C:16]2[N:15]=1. The catalyst class is: 31.